Dataset: Full USPTO retrosynthesis dataset with 1.9M reactions from patents (1976-2016). Task: Predict the reactants needed to synthesize the given product. (1) Given the product [N:1]1[CH:2]=[CH:3][C:4]([C:7](=[O:19])[C:8]([C:9]2[CH:14]=[CH:13][C:12]([C:15]([F:17])([F:18])[F:16])=[CH:11][CH:10]=2)=[O:21])=[CH:5][CH:6]=1, predict the reactants needed to synthesize it. The reactants are: [N:1]1[CH:6]=[CH:5][C:4]([C:7](=[O:19])[CH2:8][C:9]2[CH:14]=[CH:13][C:12]([C:15]([F:18])([F:17])[F:16])=[CH:11][CH:10]=2)=[CH:3][CH:2]=1.[Se](=O)=[O:21]. (2) The reactants are: Br[C:2]1[S:3][C:4]([N:12]([C@H:15]2[CH2:20][CH2:19][C@H:18]([N:21]([CH3:23])[CH3:22])[CH2:17][CH2:16]2)[CH2:13][CH3:14])=[C:5]([CH3:11])[C:6]=1[C:7]([O:9][CH3:10])=[O:8].[Cu][C:25]#[N:26]. Given the product [C:25]([C:2]1[S:3][C:4]([N:12]([C@H:15]2[CH2:20][CH2:19][C@H:18]([N:21]([CH3:23])[CH3:22])[CH2:17][CH2:16]2)[CH2:13][CH3:14])=[C:5]([CH3:11])[C:6]=1[C:7]([O:9][CH3:10])=[O:8])#[N:26], predict the reactants needed to synthesize it. (3) Given the product [Cl:32][C:33]1[N:38]=[C:37]2[CH:39]=[C:40]([CH2:47][N:19]3[C:23]4[CH:24]=[N:25][CH:26]=[CH:27][C:22]=4[N:21]([CH:28]4[CH2:29][CH2:30]4)[C:20]3=[O:31])[N:41]([CH2:42][CH2:43][CH2:44][CH2:45][F:46])[C:36]2=[CH:35][CH:34]=1, predict the reactants needed to synthesize it. The reactants are: BrC1C2C=NC=CC=2N(CCCS(C)(=O)=O)C=1C[N:19]1[C:23]2[CH:24]=[N:25][CH:26]=[CH:27][C:22]=2[N:21]([CH:28]2[CH2:30][CH2:29]2)[C:20]1=[O:31].[Cl:32][C:33]1[N:38]=[C:37]2[CH:39]=[C:40]([CH2:47]O)[N:41]([CH2:42][CH2:43][CH2:44][CH2:45][F:46])[C:36]2=[CH:35][CH:34]=1. (4) Given the product [CH2:1]([C:3]1[O:4][C:5]2[C:11]([C:12]([O:14][C:23]3[CH:24]=[CH:25][C:20]([N+:17]([O-:19])=[O:18])=[CH:21][CH:22]=3)=[O:13])=[CH:10][CH:9]=[C:8]([O:15][CH3:16])[C:6]=2[N:7]=1)[CH3:2], predict the reactants needed to synthesize it. The reactants are: [CH2:1]([C:3]1[O:4][C:5]2[C:11]([C:12]([O-:14])=[O:13])=[CH:10][CH:9]=[C:8]([O:15][CH3:16])[C:6]=2[N:7]=1)[CH3:2].[N+:17]([C:20]1[CH:25]=[CH:24][C:23](O)=[CH:22][CH:21]=1)([O-:19])=[O:18].Cl.C(N=C=NCCCN(C)C)C. (5) Given the product [CH2:23]([C:11]1[C:12]2[O:16][N:15]=[C:14]([C:17]([F:20])([F:19])[F:18])[C:13]=2[CH:21]=[CH:22][C:10]=1[CH2:9][CH2:8][CH2:7][CH2:6][N:32]1[CH2:39][CH2:38][C:36](=[O:37])[NH:35][C:33]1=[O:34])[CH2:24][CH3:25], predict the reactants needed to synthesize it. The reactants are: CS(O[CH2:6][CH2:7][CH2:8][CH2:9][C:10]1[CH:22]=[CH:21][C:13]2[C:14]([C:17]([F:20])([F:19])[F:18])=[N:15][O:16][C:12]=2[C:11]=1[CH2:23][CH2:24][CH3:25])(=O)=O.C([O-])([O-])=O.[Cs+].[Cs+].[NH:32]1[CH2:39][CH2:38][C:36](=[O:37])[NH:35][C:33]1=[O:34].